This data is from Reaction yield outcomes from USPTO patents with 853,638 reactions. The task is: Predict the reaction yield, written as a fraction of the theoretical maximum amount of product (1.0 means a 100% yield; for example, 0.34 means a 34% yield). (1) The reactants are [C:1]([O:4][CH2:5][C@@H:6]1[CH2:10][CH2:9][CH2:8][N:7]1[C:11](Cl)=[O:12])(=[O:3])[CH3:2].[F:14][C:15]1[CH:22]=[C:21]([OH:23])[CH:20]=[C:19]([F:24])[C:16]=1[CH:17]=[O:18].C(N(CC)CC)C.C(Cl)Cl. The catalyst is O. The product is [C:1]([O:4][CH2:5][C@@H:6]1[CH2:10][CH2:9][CH2:8][N:7]1[C:11]([O:23][C:21]1[CH:22]=[C:15]([F:14])[C:16]([CH:17]=[O:18])=[C:19]([F:24])[CH:20]=1)=[O:12])(=[O:3])[CH3:2]. The yield is 0.460. (2) The reactants are [CH2:1]=[C:2]1[C:7](=[O:8])[NH:6][C:5]2[CH:9]=[CH:10][CH:11]=[CH:12][C:4]=2[S:3]1.CCN(CC)CC.Cl.[CH2:21]([O:28][NH2:29])[C:22]1[CH:27]=[CH:26][CH:25]=[CH:24][CH:23]=1. The catalyst is CN(C=O)C. The product is [CH2:21]([O:28][NH:29][CH2:1][CH:2]1[C:7](=[O:8])[NH:6][C:5]2[CH:9]=[CH:10][CH:11]=[CH:12][C:4]=2[S:3]1)[C:22]1[CH:27]=[CH:26][CH:25]=[CH:24][CH:23]=1. The yield is 0.580.